From a dataset of Full USPTO retrosynthesis dataset with 1.9M reactions from patents (1976-2016). Predict the reactants needed to synthesize the given product. (1) Given the product [CH2:1]([O:8][C@@H:9]1[C@@H:15]([O:16][CH2:17][C:18]2[CH:19]=[CH:20][CH:21]=[CH:22][CH:23]=2)[C@:14]2([C:25]3[CH:30]=[CH:29][C:28]([Cl:31])=[C:27]([CH2:32][C:33]4[CH:34]=[CH:35][C:36]([O:39][CH2:40][CH3:41])=[CH:37][CH:38]=4)[CH:26]=3)[O:24][C@@:11]([CH2:42][O:43][Si:45]([C:48]([CH3:51])([CH3:50])[CH3:49])([CH3:47])[CH3:46])([CH2:12][O:13]2)[C@H:10]1[OH:44])[C:2]1[CH:7]=[CH:6][CH:5]=[CH:4][CH:3]=1, predict the reactants needed to synthesize it. The reactants are: [CH2:1]([O:8][C@@H:9]1[C@@H:15]([O:16][CH2:17][C:18]2[CH:23]=[CH:22][CH:21]=[CH:20][CH:19]=2)[C@:14]2([C:25]3[CH:30]=[CH:29][C:28]([Cl:31])=[C:27]([CH2:32][C:33]4[CH:38]=[CH:37][C:36]([O:39][CH2:40][CH3:41])=[CH:35][CH:34]=4)[CH:26]=3)[O:24][C@@:11]([CH2:42][OH:43])([CH2:12][O:13]2)[C@H:10]1[OH:44])[C:2]1[CH:7]=[CH:6][CH:5]=[CH:4][CH:3]=1.[Si:45](Cl)([C:48]([CH3:51])([CH3:50])[CH3:49])([CH3:47])[CH3:46].N1C=CN=C1.[Na]. (2) Given the product [NH2:9][C:8]1[C:5]2=[N:6][CH:7]=[C:2]([F:1])[CH:3]=[C:4]2[S:17][C:16]=1[C:15]([O:14][CH3:13])=[O:18], predict the reactants needed to synthesize it. The reactants are: [F:1][C:2]1[CH:3]=[C:4]([N+]([O-])=O)[C:5]([C:8]#[N:9])=[N:6][CH:7]=1.[CH3:13][O:14][C:15](=[O:18])[CH2:16][SH:17].[OH-].[K+]. (3) Given the product [NH2:17][C:14]1[CH:13]=[CH:12][C:11]([CH2:10][C@@H:9]([C:20]([O:22][CH:23]2[CH2:24][CH2:25][CH2:26][CH2:27]2)=[O:21])[NH:8][C:6]([O:5][C:1]([CH3:3])([CH3:4])[CH3:2])=[O:7])=[CH:16][CH:15]=1, predict the reactants needed to synthesize it. The reactants are: [C:1]([O:5][C:6]([NH:8][C@H:9]([C:20]([O:22][CH:23]1[CH2:27][CH2:26][CH2:25][CH2:24]1)=[O:21])[CH2:10][C:11]1[CH:16]=[CH:15][C:14]([N+:17]([O-])=O)=[CH:13][CH:12]=1)=[O:7])([CH3:4])([CH3:3])[CH3:2]. (4) Given the product [CH3:22][C:21]1[C:16]([N:13]2[CH2:14][CH2:15][N:10]([C:8]([C:5]3[CH:6]=[CH:7][C:2]([N:29]4[CH2:30][CH2:31][N:27]([CH3:26])[C:28]4=[O:32])=[CH:3][C:4]=3[O:24][CH3:25])=[O:9])[CH2:11][CH2:12]2)=[N:17][CH:18]=[C:19]([CH3:23])[CH:20]=1, predict the reactants needed to synthesize it. The reactants are: Br[C:2]1[CH:7]=[CH:6][C:5]([C:8]([N:10]2[CH2:15][CH2:14][N:13]([C:16]3[C:21]([CH3:22])=[CH:20][C:19]([CH3:23])=[CH:18][N:17]=3)[CH2:12][CH2:11]2)=[O:9])=[C:4]([O:24][CH3:25])[CH:3]=1.[CH3:26][N:27]1[CH2:31][CH2:30][NH:29][C:28]1=[O:32]. (5) Given the product [OH:27][CH2:26][C:23]1([O:22][CH2:21][P:15](=[O:20])([O:14][CH:11]([CH3:13])[CH3:12])[O:16][CH:17]([CH3:18])[CH3:19])[CH2:25][CH2:24]1, predict the reactants needed to synthesize it. The reactants are: O.C(O)(C(F)(F)F)=O.[OH-].[Na+].[CH:11]([O:14][P:15]([CH2:21][O:22][C:23]1([CH2:26][O:27]C(C2C=CC=CC=2)(C2C=CC=CC=2)C2C=CC=CC=2)[CH2:25][CH2:24]1)(=[O:20])[O:16][CH:17]([CH3:19])[CH3:18])([CH3:13])[CH3:12]. (6) The reactants are: [F:1][C:2]([F:25])([F:24])[CH2:3][NH:4][C:5]([C:7]1([C:15]2[CH:20]=[CH:19][C:18]([C:21]#[N:22])=[CH:17][C:16]=2Br)[N:11]2[CH:12]=[N:13][CH:14]=[C:10]2[CH2:9][CH2:8]1)=[O:6].CNCCNC.C([O-])([O-])=O.[Cs+].[Cs+]. Given the product [O:6]=[C:5]1[C:7]2([N:11]3[CH:12]=[N:13][CH:14]=[C:10]3[CH2:9][CH2:8]2)[C:15]2[C:20](=[CH:19][C:18]([C:21]#[N:22])=[CH:17][CH:16]=2)[N:4]1[CH2:3][C:2]([F:25])([F:24])[F:1], predict the reactants needed to synthesize it. (7) The reactants are: [CH3:1][O:2][C:3]1[CH:47]=[CH:46][CH:45]=[CH:44][C:4]=1[CH2:5][O:6][CH2:7][CH2:8][CH2:9][O:10][C:11]1[CH:16]=[CH:15][C:14]([CH:17]2[CH2:22][CH2:21][N:20]([C:23]([O:25][C:26]([CH3:29])([CH3:28])[CH3:27])=[O:24])[CH2:19][CH:18]2[O:30][CH2:31][CH2:32]OS(C2C=CC(C)=CC=2)(=O)=O)=[CH:13][CH:12]=1.[OH:48][C:49]1[CH:54]=[CH:53][CH:52]=[CH:51][C:50]=1[CH2:55][CH2:56][CH2:57][C:58]([NH:60][CH3:61])=[O:59]. Given the product [CH3:1][O:2][C:3]1[CH:47]=[CH:46][CH:45]=[CH:44][C:4]=1[CH2:5][O:6][CH2:7][CH2:8][CH2:9][O:10][C:11]1[CH:12]=[CH:13][C:14]([CH:17]2[CH2:22][CH2:21][N:20]([C:23]([O:25][C:26]([CH3:29])([CH3:27])[CH3:28])=[O:24])[CH2:19][CH:18]2[O:30][CH2:31][CH2:32][O:48][C:49]2[CH:54]=[CH:53][CH:52]=[CH:51][C:50]=2[CH2:55][CH2:56][CH2:57][C:58](=[O:59])[NH:60][CH3:61])=[CH:15][CH:16]=1, predict the reactants needed to synthesize it. (8) Given the product [C:1]1([CH:7]([C:30]2[CH:35]=[CH:34][CH:33]=[CH:32][CH:31]=2)[N:8]2[C:16]3[C:11](=[CH:12][CH:13]=[CH:14][CH:15]=3)[C:10]3([CH2:17][O:18][C:20]4[CH:21]=[C:22]5[C:23](=[CH:27][C:19]3=4)[CH2:24][CH2:25][O:26]5)[C:9]2=[O:29])[CH:6]=[CH:5][CH:4]=[CH:3][CH:2]=1, predict the reactants needed to synthesize it. The reactants are: [C:1]1([CH:7]([C:30]2[CH:35]=[CH:34][CH:33]=[CH:32][CH:31]=2)[N:8]2[C:16]3[C:11](=[CH:12][CH:13]=[CH:14][CH:15]=3)[C:10]([C:19]3[C:20](O)=[CH:21][C:22]4[O:26][CH2:25][CH2:24][C:23]=4[CH:27]=3)([CH2:17][OH:18])[C:9]2=[O:29])[CH:6]=[CH:5][CH:4]=[CH:3][CH:2]=1.C1(CCN2C3C(=CC=CC=3)C(C3C(O)=CC4OCOC=4C=3)(CO)C2=O)CC1. (9) Given the product [CH:4](=[N:5][CH2:6][CH2:7][N:8]=[CH:9][C:10]1[C:11](=[CH:13][CH:14]=[CH:15][CH:16]=1)[OH:12])[C:3]1[C:17](=[CH:19][CH:20]=[CH:1][CH:2]=1)[OH:18], predict the reactants needed to synthesize it. The reactants are: [CH:1]1[CH:20]=[CH:19][C:17](=[O:18])/[C:3](=[CH:4]\[NH:5][CH2:6][CH2:7][NH:8]/[CH:9]=[C:10]2\[C:11]([CH:13]=[CH:14][CH:15]=[CH:16]\2)=[O:12])/[CH:2]=1.O.